From a dataset of Peptide-MHC class I binding affinity with 185,985 pairs from IEDB/IMGT. Regression. Given a peptide amino acid sequence and an MHC pseudo amino acid sequence, predict their binding affinity value. This is MHC class I binding data. The peptide sequence is SEINNLNLT. The MHC is HLA-B15:17 with pseudo-sequence HLA-B15:17. The binding affinity (normalized) is 0.0847.